From a dataset of Human Reference Interactome with 51,813 positive PPI pairs across 8,248 proteins, plus equal number of experimentally-validated negative pairs. Binary Classification. Given two protein amino acid sequences, predict whether they physically interact or not. Protein 1 (ENSG00000141646) has sequence MDNMSITNTPTSNDACLSIVHSLMCHRQGGESETFAKRAIESLVKKLKEKKDELDSLITAITTNGAHPSKCVTIQRTLDGRLQVAGRKGFPHVIYARLWRWPDLHKNELKHVKYCQYAFDLKCDSVCVNPYHYERVVSPGIDLSGLTLQSNAPSSMMVKDEYVHDFEGQPSLSTEGHSIQTIQHPPSNRASTETYSTPALLAPSESNATSTANFPNIPVASTSQPASILGGSHSEGLLQIASGPQPGQQQNGFTGQPATYHHNSTTTWTGSRTAPYTPNLPHHQNGHLQHHPPMPPHPGH.... Protein 2 (ENSG00000135525) has sequence MAELGAGGDGHRGGDGAVRSETAPDSYKVQDKKNASSRPASAISGQNNNHSGNKPDPPPVLRVDDRQRLARERREEREKQLAAREIVWLEREERARQHYEKHLEERKKRLEEQRQKEERRRAAVEEKRRQRLEEDKERHEAVVRRTMERSQKPKQKHNRWSWGGSLHGSPSIHSADPDRRSVSTMNLSKYVDPVISKRLSSSSATLLNSPDRARRLQLSPWESSVVNRLLTPTHSFLARSKSTAALSGEAASCSPIIMPYKAAHSRNSMDRPKLFVTPPEGSSRRRIIHGTASYKKERER.... Result: 0 (the proteins do not interact).